Dataset: Full USPTO retrosynthesis dataset with 1.9M reactions from patents (1976-2016). Task: Predict the reactants needed to synthesize the given product. Given the product [S:1]1[C:5]2[CH:6]=[CH:7][C:8]([CH2:10][CH2:11][O:12][CH2:13][CH2:14][CH2:15][N:17]3[CH2:20][CH:19]([OH:21])[CH2:18]3)=[CH:9][C:4]=2[CH:3]=[CH:2]1, predict the reactants needed to synthesize it. The reactants are: [S:1]1[C:5]2[CH:6]=[CH:7][C:8]([CH2:10][CH2:11][O:12][CH2:13][CH2:14][C:15]([N:17]3[CH2:20][CH:19]([OH:21])[CH2:18]3)=O)=[CH:9][C:4]=2[CH:3]=[CH:2]1.Cl.